Dataset: Full USPTO retrosynthesis dataset with 1.9M reactions from patents (1976-2016). Task: Predict the reactants needed to synthesize the given product. Given the product [OH:4][CH2:5][C:6]([NH:7][C:8]1[S:9][C:10]([C:13]2[CH:18]=[CH:17][CH:16]=[C:15]([NH:19][C:20]3[N:25]=[C:24]([C:26]([F:27])([F:28])[F:29])[CH:23]=[CH:22][N:21]=3)[CH:14]=2)=[CH:11][N:12]=1)=[O:30], predict the reactants needed to synthesize it. The reactants are: C([O:4][CH2:5][C:6](=[O:30])[NH:7][C:8]1[S:9][C:10]([C:13]2[CH:18]=[CH:17][CH:16]=[C:15]([NH:19][C:20]3[N:25]=[C:24]([C:26]([F:29])([F:28])[F:27])[CH:23]=[CH:22][N:21]=3)[CH:14]=2)=[CH:11][N:12]=1)(=O)C.C(=O)([O-])[O-].[K+].[K+].